Dataset: Reaction yield outcomes from USPTO patents with 853,638 reactions. Task: Predict the reaction yield, written as a fraction of the theoretical maximum amount of product (1.0 means a 100% yield; for example, 0.34 means a 34% yield). (1) The reactants are N.C([O:5][C@H:6]1[CH2:10][CH2:9][N:8]([C:11]2[CH:16]=[CH:15][C:14]([C:17](=[O:26])[NH:18][C:19]3[CH:24]=[CH:23][CH:22]=[CH:21][C:20]=3[NH2:25])=[CH:13][CH:12]=2)[CH2:7]1)(=O)C. The catalyst is CO. The product is [NH2:25][C:20]1[CH:21]=[CH:22][CH:23]=[CH:24][C:19]=1[NH:18][C:17](=[O:26])[C:14]1[CH:15]=[CH:16][C:11]([N:8]2[CH2:9][CH2:10][C@H:6]([OH:5])[CH2:7]2)=[CH:12][CH:13]=1. The yield is 0.510. (2) The catalyst is C(Cl)Cl. The reactants are [CH2:1]1[O:12][C:4]2([CH:9]3CC[CH:5]2[CH2:6][CH2:7][CH2:8]3)[O:3][CH2:2]1.[O:13]=[O+][O-].C1(P([C:29]2[CH:34]=CC=CC=2)C2C=CC=CC=2)C=CC=CC=1. The yield is 0.400. The product is [CH2:2]1[O:3][C:4]2([CH2:5][CH:6]3[C:7](=[O:13])[CH:8]([CH2:34][CH2:29]3)[CH2:9]2)[O:12][CH2:1]1. (3) The reactants are [CH2:1]([O:3][C:4](=[O:18])[C:5]1[C:10]([N+:11]([O-:13])=[O:12])=[CH:9][CH:8]=[C:7]([CH3:14])[C:6]=1[N+:15]([O-:17])=[O:16])[CH3:2].CO[CH:21]([N:24]([CH3:26])[CH3:25])OC. The catalyst is CN(C=O)C. The product is [CH2:1]([O:3][C:4](=[O:18])[C:5]1[C:10]([N+:11]([O-:13])=[O:12])=[CH:9][CH:8]=[C:7]([CH:14]=[CH:21][N:24]([CH3:26])[CH3:25])[C:6]=1[N+:15]([O-:17])=[O:16])[CH3:2]. The yield is 0.580. (4) The reactants are [CH3:1][C:2]1[CH:10]=[C:9]2[C:5]([CH:6]=[CH:7][NH:8]2)=[CH:4][CH:3]=1.[H-].[Na+].[N:13]1[CH:18]=[CH:17][CH:16]=[CH:15][C:14]=1[S:19](Cl)(=[O:21])=[O:20]. The catalyst is C1COCC1. The product is [CH3:1][C:2]1[CH:10]=[C:9]2[C:5]([CH:6]=[CH:7][N:8]2[S:19]([C:14]2[CH:15]=[CH:16][CH:17]=[CH:18][N:13]=2)(=[O:21])=[O:20])=[CH:4][CH:3]=1. The yield is 0.570. (5) The reactants are [CH3:1][O:2][C:3]([C:5]1[C:13]([NH:14][C:15]2[CH:20]=[CH:19][CH:18]=[CH:17][CH:16]=2)=[C:12]([F:21])[C:8]2[N:9]=[CH:10][NH:11][C:7]=2[CH:6]=1)=[O:4].[Br:22]N1C(=O)CCC1=O. The catalyst is CN(C)C=O. The product is [CH3:1][O:2][C:3]([C:5]1[C:13]([NH:14][C:15]2[CH:16]=[CH:17][C:18]([Br:22])=[CH:19][CH:20]=2)=[C:12]([F:21])[C:8]2[N:9]=[CH:10][NH:11][C:7]=2[CH:6]=1)=[O:4]. The yield is 1.00. (6) The reactants are C([NH:18][CH:19]([C:83]1[CH:88]=[CH:87][CH:86]=[CH:85][CH:84]=1)[C:20]1[CH:25]=[CH:24][C:23]([O:26][CH2:27][CH2:28][CH2:29][CH2:30][CH2:31][CH2:32][CH2:33][CH2:34][CH2:35][CH2:36][CH2:37][CH2:38][CH2:39][CH2:40][CH2:41][CH2:42][CH2:43][CH3:44])=[C:22]([O:45][CH2:46][CH2:47][CH2:48][CH2:49][CH2:50][CH2:51][CH2:52][CH2:53][CH2:54][CH2:55][CH2:56][CH2:57][CH2:58][CH2:59][CH2:60][CH2:61][CH2:62][CH3:63])[C:21]=1[O:64][CH2:65][CH2:66][CH2:67][CH2:68][CH2:69][CH2:70][CH2:71][CH2:72][CH2:73][CH2:74][CH2:75][CH2:76][CH2:77][CH2:78][CH2:79][CH2:80][CH2:81][CH3:82])(OCC1C2C(=CC=CC=2)C2C1=CC=CC=2)=O.C(NCC)C. The catalyst is C(Cl)(Cl)Cl.C(#N)C. The product is [C:83]1([CH:19]([NH2:18])[C:20]2[CH:25]=[CH:24][C:23]([O:26][CH2:27][CH2:28][CH2:29][CH2:30][CH2:31][CH2:32][CH2:33][CH2:34][CH2:35][CH2:36][CH2:37][CH2:38][CH2:39][CH2:40][CH2:41][CH2:42][CH2:43][CH3:44])=[C:22]([O:45][CH2:46][CH2:47][CH2:48][CH2:49][CH2:50][CH2:51][CH2:52][CH2:53][CH2:54][CH2:55][CH2:56][CH2:57][CH2:58][CH2:59][CH2:60][CH2:61][CH2:62][CH3:63])[C:21]=2[O:64][CH2:65][CH2:66][CH2:67][CH2:68][CH2:69][CH2:70][CH2:71][CH2:72][CH2:73][CH2:74][CH2:75][CH2:76][CH2:77][CH2:78][CH2:79][CH2:80][CH2:81][CH3:82])[CH:84]=[CH:85][CH:86]=[CH:87][CH:88]=1. The yield is 0.990. (7) The reactants are [Br:1][C:2]1[C:3]([CH3:18])=[C:4]([NH:11]C(=O)C(F)(F)F)[C:5]([N+:8]([O-:10])=[O:9])=[CH:6][CH:7]=1.C(=O)([O-])[O-].[K+].[K+].O.Cl. The catalyst is CO. The product is [Br:1][C:2]1[C:3]([CH3:18])=[C:4]([C:5]([N+:8]([O-:10])=[O:9])=[CH:6][CH:7]=1)[NH2:11]. The yield is 0.620. (8) The reactants are C([O:8][C:9](=[O:23])[C:10]1[CH:15]=[CH:14][C:13]([CH:16]=[CH:17][C:18]([O:20][CH3:21])=[O:19])=[C:12]([CH3:22])[CH:11]=1)C1C=CC=CC=1.[H][H]. The catalyst is C1COCC1.CO.[Pd]. The product is [CH3:21][O:20][C:18]([CH2:17][CH2:16][C:13]1[CH:14]=[CH:15][C:10]([C:9]([OH:23])=[O:8])=[CH:11][C:12]=1[CH3:22])=[O:19]. The yield is 1.00. (9) The reactants are [CH3:1][S:2](Cl)(=[O:4])=[O:3].[CH3:6][S:7]([CH2:10][CH2:11][OH:12])(=[O:9])=[O:8].CCN(C(C)C)C(C)C.CCOC(C)=O. The catalyst is C(Cl)Cl. The product is [CH3:6][S:7]([CH2:10][CH2:11][O:12][S:2]([CH3:1])(=[O:4])=[O:3])(=[O:9])=[O:8]. The yield is 0.660.